Dataset: Forward reaction prediction with 1.9M reactions from USPTO patents (1976-2016). Task: Predict the product of the given reaction. (1) Given the reactants [F:1][C:2]1[C:7]([C:8](=[O:20])[C:9]2[C:14]([F:15])=[C:13]([F:16])[C:12]([F:17])=[C:11]([F:18])[C:10]=2[F:19])=[C:6]([F:21])[C:5]([F:22])=[C:4]([F:23])[C:3]=1[F:24].[Cl:25][C:26]([Cl:31])([Cl:30])C(O)=O.FF.C([O-])(=O)C=C, predict the reaction product. The product is: [Cl:25][C:26]([Cl:31])([Cl:30])[C:8]([C:9]1[C:10]([F:19])=[C:11]([F:18])[C:12]([F:17])=[C:13]([F:16])[C:14]=1[F:15])([C:7]1[C:2]([F:1])=[C:3]([F:24])[C:4]([F:23])=[C:5]([F:22])[C:6]=1[F:21])[OH:20]. (2) Given the reactants [CH:1]1[C:10]2[C:5](=[CH:6][CH:7]=[CH:8][CH:9]=2)[C:4]([NH2:11])=[CH:3][N:2]=1.N1C=CC=CC=1.Cl[C:19]([O:21][C:22]1[CH:27]=[CH:26][CH:25]=[CH:24][CH:23]=1)=[O:20], predict the reaction product. The product is: [CH:1]1[C:10]2[C:5](=[CH:6][CH:7]=[CH:8][CH:9]=2)[C:4]([NH:11][C:19](=[O:20])[O:21][C:22]2[CH:27]=[CH:26][CH:25]=[CH:24][CH:23]=2)=[CH:3][N:2]=1. (3) The product is: [CH3:10][C:9]1[CH:15]=[C:14]([C:13]([O:17][CH3:18])=[O:16])[O:12][N:11]=1. Given the reactants ClN1C(=O)CCC1=O.[CH:9](=[N:11][OH:12])[CH3:10].[C:13]([O:17][CH3:18])(=[O:16])[C:14]#[CH:15].C(N(CC)CC)C, predict the reaction product. (4) Given the reactants [CH3:1][C:2]1[CH:3]=[CH:4][C:5]([NH2:8])=[N:6][CH:7]=1.[Cl-].C[Al+]C.C(OC([N:20]=[S:21]([C:24]1[CH:46]=[CH:45][C:27]([O:28][C:29]2[C:30]3[C:34]([CH:35]=[C:36]([C:38](OCC)=[O:39])[CH:37]=2)=[N:33][N:32]([CH2:43][CH3:44])[CH:31]=3)=[CH:26][CH:25]=1)([CH3:23])=[O:22])=O)(C)(C)C.[C@H](O)(C([O-])=O)[C@@H](O)C([O-])=O.[Na+].[K+], predict the reaction product. The product is: [CH2:43]([N:32]1[CH:31]=[C:30]2[C:34]([CH:35]=[C:36]([C:38]([NH:8][C:5]3[CH:4]=[CH:3][C:2]([CH3:1])=[CH:7][N:6]=3)=[O:39])[CH:37]=[C:29]2[O:28][C:27]2[CH:26]=[CH:25][C:24]([S:21]([CH3:23])(=[NH:20])=[O:22])=[CH:46][CH:45]=2)=[N:33]1)[CH3:44]. (5) Given the reactants Br[C:2]1[CH:7]=[CH:6][N:5]=[C:4]2[N:8]([S:11]([C:14]3[CH:19]=[CH:18][CH:17]=[CH:16][CH:15]=3)(=[O:13])=[O:12])[CH:9]=[CH:10][C:3]=12.C([O-])(=O)C.[K+].[B:25]1([B:25]2[O:29][C:28]([CH3:31])([CH3:30])[C:27]([CH3:33])([CH3:32])[O:26]2)[O:29][C:28]([CH3:31])([CH3:30])[C:27]([CH3:33])([CH3:32])[O:26]1, predict the reaction product. The product is: [C:14]1([S:11]([N:8]2[C:4]3=[N:5][CH:6]=[CH:7][C:2]([B:25]4[O:29][C:28]([CH3:31])([CH3:30])[C:27]([CH3:33])([CH3:32])[O:26]4)=[C:3]3[CH:10]=[CH:9]2)(=[O:13])=[O:12])[CH:19]=[CH:18][CH:17]=[CH:16][CH:15]=1.